From a dataset of Forward reaction prediction with 1.9M reactions from USPTO patents (1976-2016). Predict the product of the given reaction. Given the reactants C(OC([N:8]([O:27]C(OC(C)(C)C)=O)[C:9]1([CH3:26])[C:13](=[O:14])[N:12]([CH3:15])[N:11]=[C:10]1[C:16]1[CH:21]=[CH:20][CH:19]=[CH:18][C:17]=1[C:22]([F:25])([F:24])[F:23])=O)(C)(C)C, predict the reaction product. The product is: [OH:27][NH:8][C:9]1([CH3:26])[C:13](=[O:14])[N:12]([CH3:15])[N:11]=[C:10]1[C:16]1[CH:21]=[CH:20][CH:19]=[CH:18][C:17]=1[C:22]([F:25])([F:23])[F:24].